From a dataset of NCI-60 drug combinations with 297,098 pairs across 59 cell lines. Regression. Given two drug SMILES strings and cell line genomic features, predict the synergy score measuring deviation from expected non-interaction effect. (1) Drug 1: CC1=C(C(CCC1)(C)C)C=CC(=CC=CC(=CC(=O)O)C)C. Drug 2: C1=NC(=NC(=O)N1C2C(C(C(O2)CO)O)O)N. Cell line: SNB-75. Synergy scores: CSS=6.50, Synergy_ZIP=-1.41, Synergy_Bliss=3.05, Synergy_Loewe=-1.71, Synergy_HSA=0.522. (2) Drug 1: CC1OCC2C(O1)C(C(C(O2)OC3C4COC(=O)C4C(C5=CC6=C(C=C35)OCO6)C7=CC(=C(C(=C7)OC)O)OC)O)O. Cell line: CAKI-1. Synergy scores: CSS=64.0, Synergy_ZIP=-1.94, Synergy_Bliss=-3.01, Synergy_Loewe=1.15, Synergy_HSA=4.92. Drug 2: COC1=CC(=CC(=C1O)OC)C2C3C(COC3=O)C(C4=CC5=C(C=C24)OCO5)OC6C(C(C7C(O6)COC(O7)C8=CC=CS8)O)O. (3) Drug 1: CC1C(C(=O)NC(C(=O)N2CCCC2C(=O)N(CC(=O)N(C(C(=O)O1)C(C)C)C)C)C(C)C)NC(=O)C3=C4C(=C(C=C3)C)OC5=C(C(=O)C(=C(C5=N4)C(=O)NC6C(OC(=O)C(N(C(=O)CN(C(=O)C7CCCN7C(=O)C(NC6=O)C(C)C)C)C)C(C)C)C)N)C. Drug 2: CC1C(C(CC(O1)OC2CC(CC3=C2C(=C4C(=C3O)C(=O)C5=C(C4=O)C(=CC=C5)OC)O)(C(=O)CO)O)N)O.Cl. Cell line: RXF 393. Synergy scores: CSS=27.0, Synergy_ZIP=6.22, Synergy_Bliss=6.24, Synergy_Loewe=6.66, Synergy_HSA=6.81. (4) Drug 1: CNC(=O)C1=CC=CC=C1SC2=CC3=C(C=C2)C(=NN3)C=CC4=CC=CC=N4. Drug 2: C1CC(=O)NC(=O)C1N2C(=O)C3=CC=CC=C3C2=O. Cell line: SW-620. Synergy scores: CSS=7.83, Synergy_ZIP=6.22, Synergy_Bliss=4.34, Synergy_Loewe=-0.573, Synergy_HSA=2.28.